From a dataset of Experimentally validated miRNA-target interactions with 360,000+ pairs, plus equal number of negative samples. Binary Classification. Given a miRNA mature sequence and a target amino acid sequence, predict their likelihood of interaction. (1) The miRNA is mmu-miR-465a-3p with sequence GAUCAGGGCCUUUCUAAGUAGA. The protein sequence of the target gene is MAAAGLVAVVAAAEYSGPVASGGNLSGATCGPSPGLGPGPGPGSWSRSVDRALEEAAVTGVLSLSGRKLREFPRGAANHDLTDTTRADLSRNRLSEIPMEACHFVSLESLNLYQNCIRYIPEAVLNLQALTFLNISRNQLSTLPVHLCNLPLKVLIASNNKLVSLPEEIGHLRHLTELDVSCNEIQTVPSQIGNLEALRDFNVRRNHLLRLPEELAEVPLIRLDFSCNKITVIPVCYRNLRHLQVITLDNNPLQSPPAQICIKGKIHIFKYLNIQACKIAPDLPDYERRPLGFGSCHEEL.... Result: 0 (no interaction). (2) The miRNA is hsa-miR-10a-3p with sequence CAAAUUCGUAUCUAGGGGAAUA. The protein sequence of the target gene is MASGASRYRLSCSLPGHELDVRGLVCCLYPPGAFVSVSRDRTTRLWAPDSPNRGFTEMHCMSGHSNFVSCVCIIPSSDIYPHGLIATGGNDHNICIFSLDSPMPLYILKGHKDTVCSLSSGKFGTLLSGSWDTTAKVWLNDKCMMTLQGHTAAVWAVKILPEQGLMLTGSADKTIKLWKAGRCERTFLGHEDCVRGLAILSETEFLSCANDASIRRWQITGECLEVYFGHTNYIYSISVFPNSKDFVTTAEDRSLRIWKHGECAQTIRLPAQSIWCCCVLENGDIVVGASDGIIRVFTES.... Result: 0 (no interaction). (3) The miRNA is hsa-miR-1233-5p with sequence AGUGGGAGGCCAGGGCACGGCA. The protein sequence of the target gene is MAPKRAKRRTVEGGSSSVFSMFDQTQIQEFKEAFTVIDQNRDGIIDKEDLRDTFAAMGRLNVKNEELDAMMKEASGPINFTVFLTMFGEKLKGADPEDVITGAFKVLDPEGKGTIKKKFLEELLTTQCDRFSQEEIKNMWAAFPPDVGGNVDYKNICYVITHGDAKDQE. Result: 0 (no interaction). (4) The miRNA is mmu-miR-136-5p with sequence ACUCCAUUUGUUUUGAUGAUGG. The protein sequence of the target gene is MTAEMDMALMQGCVTFQDVAICFSHEEWRLLDETQRLLYLSVMLQNFALINSQGCGHKTEDEERRVSTRASKGLRSETTPKTNLCEKCVPILQDILCLPGLPGQKHSTEASSKVDQHQDHNSTGKPLEKNADRSSYLFYLSAKSFPSWDVEKDLPDILSLLKSQVCPKTKKYRKSTEGRKETSHESDKSEECQSLSSQKQTLAHHPKTSNGKKLYECSKCGKTFRGKYSLDQHQRVHTGERPWECRDCGKFFSQTSHLNDHRRIHTGERPYECSECGKLFRQNSSLVDHQKTHTGARPYE.... Result: 0 (no interaction). (5) The miRNA is hsa-miR-2467-3p with sequence AGCAGAGGCAGAGAGGCUCAGG. The protein sequence of the target gene is MDAFQGILKFFLNQKTVIGYSFMALLTVGSERLFSVVAFKCPCSTENMTYGLVFLFAPAWVLLILGFFLNNRSWRLFTGCCVNPRKIFPRGHSCRFFYVLGQITLSSLVAPVMWLSVALLNGTFYECAMSGTRSSGLLELICKGKPKECWEELHKVSCGKTSMLPTVNEELKLSLQAQSQILGWCLICSASFFSLLTTCYARCRSKVSYLQLSFWKTYAQKEKEQLENTFLDYANKLSERNLKCFFENKRPDPFPMPTFAAWEAASELHSFHQSQQHYSTLHRVVDNGLQLSPEDDETTM.... Result: 0 (no interaction). (6) The miRNA is hsa-miR-6740-3p with sequence UGUCUUCUCUCCUCCCAAACAG. The protein sequence of the target gene is MLLWILLLETSLCFAAGNVTGDVCKEKICSCNEIEGDLHVDCEKKGFTSLQRFTAPTSQFYHLFLHGNSLTRLFPNEFANFYNAVSLHMENNGLHEIVPGAFLGLQLVKRLHINNNKIKSFRKQTFLGLDDLEYLQADFNLLRDIDPGAFQDLNKLEVLILNDNLISTLPANVFQYVPITHLDLRGNRLKTLPYEEVLEQIPGIAEILLEDNPWDCTCDLLSLKEWLENIPKNALIGRVVCEAPTRLQGKDLNETTEQDLCPLKNRVDSSLPAPPAQEETFAPGPLPTPFKTNGQEDHAT.... Result: 0 (no interaction). (7) The miRNA is hsa-miR-562 with sequence AAAGUAGCUGUACCAUUUGC. The protein sequence of the target gene is MTCVEQDKLGQAFEDAFEVLRQHSTGDLQYSPDYRNYLALINHRPHVKGNSSCYGVLPTEEPVYNWRTVINSAADFYFEGNIHQSLQNITENQLVQPTLLQQKGGKGRKKLRLFEYLHESLYNPEMASCIQWVDKTKGIFQFVSKNKEKLAELWGKRKGNRKTMTYQKMARALRNYGRSGEITKIRRKLTYQFSEAILQRLSPSYFLGKEIFYSQCVQPDQEYLSLNNWNANYNYTYANYHELNHHDC. Result: 1 (interaction). (8) The miRNA is hsa-miR-3682-3p with sequence UGAUGAUACAGGUGGAGGUAG. The protein sequence of the target gene is MGDFAAPAAAANGSSICINSSLNSSLGGAGIGVNNTPNSTPAAPSSNHPAAGGCGGSGGPGGGSAAVPKHSTVVERLRQRIEGCRRHHVNCENRYQQAQVEQLELERRDTVSLYQRTLEQRAKKSGAGTGKQQHPSKPQQDAEAASAEQRNHTLIMLQETVKRKLEGARSPLNGDQQNGACDGNFSPTSKRIRKDISAGMEAINNLPSNMPLPSASPLHQLDLKPSLPLQNSGTHTPGLLEDLSKNGRLPEIKLPVNGCSDLEDSFTILQSKDLKQEPLDDPTCIDTSETSLSNQNKLFS.... Result: 1 (interaction). (9) The miRNA is mmu-miR-7213-3p with sequence UACCUCAAGAGAGCCAGUCU. The protein sequence of the target gene is MTDSKYFTTNKKGEIFELKAELNNEKKEKRKEAVKKVIAAMTVGKDVSSLFPDVVNCMQTDNLELKKLVYLYLMNYAKSQPDMAIMAVNSFVKDCEDPNPLIRALAVRTMGCIRVDKITEYLCEPLRKCLKDEDPYVRKTAAVCVAKLHDINAQMVEDQGFLDSLRDLIADSNPMVVANAVAALSEISESHPNSNLLDLNPQNINKLLTALNECTEWGQIFILDCLSNYNPKDDREAQSICERVTPRLSHANSAVVLSAVKVLMKFLELLPKDSDYYNMLLKKLAPPLVTLLSGEPEVQY.... Result: 0 (no interaction).